From a dataset of Full USPTO retrosynthesis dataset with 1.9M reactions from patents (1976-2016). Predict the reactants needed to synthesize the given product. (1) Given the product [C:1]([C:3]1[C:4]([F:13])=[C:5]([NH:28][C:31](=[O:32])[O:33][C:34]([CH3:37])([CH3:36])[CH3:35])[C:9]([F:12])=[CH:10][CH:11]=1)#[N:2], predict the reactants needed to synthesize it. The reactants are: [C:1]([C:3]1[C:4]([F:13])=[C:5]([C:9]([F:12])=[CH:10][CH:11]=1)C(O)=O)#[N:2].C1C=CC(P([N:28]=[N+]=[N-])(C2C=CC=CC=2)=O)=CC=1.[C:31](O[C:31]([O:33][C:34]([CH3:37])([CH3:36])[CH3:35])=[O:32])([O:33][C:34]([CH3:37])([CH3:36])[CH3:35])=[O:32].N(CCO)(CCO)CCO. (2) Given the product [C:25]([C:27]1[CH:28]=[C:29]([C:30]2[O:1][N:2]=[C:3]([C:5]3[CH:13]=[CH:12][C:11]4[N:10]5[CH2:14][CH2:15][CH:16]([CH2:17][C:18]([O:20][C:21]([CH3:24])([CH3:23])[CH3:22])=[O:19])[C:9]5=[CH:8][C:7]=4[CH:6]=3)[N:4]=2)[CH:33]=[C:34]([O:36][C:37]([F:38])([F:39])[F:40])[CH:35]=1)#[N:26], predict the reactants needed to synthesize it. The reactants are: [OH:1][N:2]=[C:3]([C:5]1[CH:13]=[CH:12][C:11]2[N:10]3[CH2:14][CH2:15][CH:16]([CH2:17][C:18]([O:20][C:21]([CH3:24])([CH3:23])[CH3:22])=[O:19])[C:9]3=[CH:8][C:7]=2[CH:6]=1)[NH2:4].[C:25]([C:27]1[CH:28]=[C:29]([CH:33]=[C:34]([O:36][C:37]([F:40])([F:39])[F:38])[CH:35]=1)[C:30](Cl)=O)#[N:26].C(N(CC)CC)C. (3) Given the product [C:24]([O:23][C:21]([N:12]1[CH:10]2[CH2:9][CH2:8][CH:7]1[CH2:6][C:5]([CH:13]1[CH2:14][CH2:15][CH2:16][CH2:17][CH2:18]1)([C:2]([OH:4])=[O:3])[CH2:11]2)=[O:22])([CH3:27])([CH3:26])[CH3:25], predict the reactants needed to synthesize it. The reactants are: [I-].[C:2]([C:5]1([CH:13]2[CH2:18][CH2:17][CH2:16][CH2:15][CH2:14]2)[CH2:11][CH:10]2[NH2+:12][CH:7]([CH2:8][CH2:9]2)[CH2:6]1)([OH:4])=[O:3].[OH-].[Na+].[C:21](O[C:21]([O:23][C:24]([CH3:27])([CH3:26])[CH3:25])=[O:22])([O:23][C:24]([CH3:27])([CH3:26])[CH3:25])=[O:22]. (4) Given the product [CH:15]([C:13]1[N:14]=[C:9]([C:33]2[CH:34]=[CH:35][CH:36]=[CH:37][C:32]=2[CH2:31][N:23]([C:17]2[CH:22]=[CH:21][CH:20]=[CH:19][CH:18]=2)[C:24](=[O:30])[O:25][C:26]([CH3:29])([CH3:28])[CH3:27])[CH:10]=[CH:11][CH:12]=1)=[O:16], predict the reactants needed to synthesize it. The reactants are: O.C(=O)([O-])[O-].[Na+].[Na+].Br[C:9]1[N:14]=[C:13]([CH:15]=[O:16])[CH:12]=[CH:11][CH:10]=1.[C:17]1([N:23]([CH2:31][C:32]2[CH:37]=[CH:36][CH:35]=[CH:34][C:33]=2B2OC(C)(C)C(C)(C)O2)[C:24](=[O:30])[O:25][C:26]([CH3:29])([CH3:28])[CH3:27])[CH:22]=[CH:21][CH:20]=[CH:19][CH:18]=1. (5) Given the product [CH2:1]([C@H:8]1[N:13]([C:14]([C:16]2[CH:20]=[C:19]([CH3:21])[N:18]([C:22]3[CH:27]=[CH:26][CH:25]=[C:24]([N:95]4[CH2:100][CH2:99][S:98](=[O:101])[CH2:97][CH2:96]4)[CH:23]=3)[C:17]=2[C:29]2[CH:34]=[CH:33][CH:32]=[CH:31][CH:30]=2)=[O:15])[CH2:12][CH2:11][N:10]([C:35]([O:37][C:38]([CH3:41])([CH3:40])[CH3:39])=[O:36])[CH2:9]1)[C:2]1[CH:7]=[CH:6][CH:5]=[CH:4][CH:3]=1, predict the reactants needed to synthesize it. The reactants are: [CH2:1]([C@H:8]1[N:13]([C:14]([C:16]2[CH:20]=[C:19]([CH3:21])[N:18]([C:22]3[CH:27]=[CH:26][CH:25]=[C:24](Br)[CH:23]=3)[C:17]=2[C:29]2[CH:34]=[CH:33][CH:32]=[CH:31][CH:30]=2)=[O:15])[CH2:12][CH2:11][N:10]([C:35]([O:37][C:38]([CH3:41])([CH3:40])[CH3:39])=[O:36])[CH2:9]1)[C:2]1[CH:7]=[CH:6][CH:5]=[CH:4][CH:3]=1.C1C=CC(P(C2C(C3C(P(C4C=CC=CC=4)C4C=CC=CC=4)=CC=C4C=3C=CC=C4)=C3C(C=CC=C3)=CC=2)C2C=CC=CC=2)=CC=1.CC(C)([O-])C.[Na+].Cl.[NH:95]1[CH2:100][CH2:99][S:98](=[O:101])[CH2:97][CH2:96]1. (6) Given the product [CH3:47][O:48][C:49]1[CH:50]=[CH:51][C:52]([C:55]2[CH:60]=[CH:59][C:58]([NH:61][C:10]([C:8]3[CH:9]=[C:5]([C:3]([OH:2])=[O:4])[O:6][C:7]=3[CH3:13])=[O:12])=[CH:57][CH:56]=2)=[CH:53][CH:54]=1, predict the reactants needed to synthesize it. The reactants are: C[O:2][C:3]([C:5]1[O:6][C:7]([CH3:13])=[C:8]([C:10]([OH:12])=O)[CH:9]=1)=[O:4].F[P-](F)(F)(F)(F)F.N1(OC(N(C)C)=[N+](C)C)C2N=CC=CC=2N=N1.C(N(C(C)C)CC)(C)C.[CH3:47][O:48][C:49]1[CH:54]=[CH:53][C:52]([C:55]2[CH:60]=[CH:59][C:58]([NH2:61])=[CH:57][CH:56]=2)=[CH:51][CH:50]=1. (7) Given the product [CH2:26]([O:28][C:29](=[O:32])[CH2:30][NH:31][C:2]1[C:11]2[CH2:10][CH2:9][CH2:8][CH2:7][C:6]=2[N:5]=[C:4]([NH2:12])[N:3]=1)[CH3:27], predict the reactants needed to synthesize it. The reactants are: Cl[C:2]1[C:11]2[CH2:10][CH2:9][CH2:8][CH2:7][C:6]=2[N:5]=[C:4]([NH2:12])[N:3]=1.C(N(CC)CC)C.C(O)CCC.Cl.[CH2:26]([O:28][C:29](=[O:32])[CH2:30][NH2:31])[CH3:27].